From a dataset of Forward reaction prediction with 1.9M reactions from USPTO patents (1976-2016). Predict the product of the given reaction. Given the reactants N[C:2]1[CH:3]=[C:4]2[C:8](=[CH:9][CH:10]=1)[C:7](=[C:11]1[C:19]3[C:14](=[CH:15][CH:16]=[C:17]([Cl:20])[CH:18]=3)[NH:13][C:12]1=[O:21])[O:6][CH2:5]2.[CH:22]([N:25](CC)C(C)C)(C)[CH3:23].C(Cl)(=[O:33])C, predict the reaction product. The product is: [Cl:20][C:17]1[CH:18]=[C:19]2[C:14](=[CH:15][CH:16]=1)[NH:13][C:12](=[O:21])[C:11]2=[C:7]1[C:8]2[C:4](=[CH:3][C:2]([CH2:23][C:22]([NH2:25])=[O:33])=[CH:10][CH:9]=2)[CH2:5][O:6]1.